This data is from NCI-60 drug combinations with 297,098 pairs across 59 cell lines. The task is: Regression. Given two drug SMILES strings and cell line genomic features, predict the synergy score measuring deviation from expected non-interaction effect. (1) Drug 1: CC1=C(C(CCC1)(C)C)C=CC(=CC=CC(=CC(=O)O)C)C. Drug 2: C1CC(=O)NC(=O)C1N2C(=O)C3=CC=CC=C3C2=O. Cell line: HCT116. Synergy scores: CSS=-0.796, Synergy_ZIP=3.10, Synergy_Bliss=4.89, Synergy_Loewe=-0.434, Synergy_HSA=0.470. (2) Drug 1: C1=CC(=CC=C1CC(C(=O)O)N)N(CCCl)CCCl.Cl. Drug 2: C1=NNC2=C1C(=O)NC=N2. Cell line: DU-145. Synergy scores: CSS=4.38, Synergy_ZIP=-1.14, Synergy_Bliss=0.871, Synergy_Loewe=-1.12, Synergy_HSA=-1.09. (3) Drug 1: C1CCC(C1)C(CC#N)N2C=C(C=N2)C3=C4C=CNC4=NC=N3. Drug 2: CC(C)NC(=O)C1=CC=C(C=C1)CNNC.Cl. Cell line: MOLT-4. Synergy scores: CSS=20.4, Synergy_ZIP=21.5, Synergy_Bliss=23.9, Synergy_Loewe=20.8, Synergy_HSA=21.5. (4) Drug 1: CCC1(CC2CC(C3=C(CCN(C2)C1)C4=CC=CC=C4N3)(C5=C(C=C6C(=C5)C78CCN9C7C(C=CC9)(C(C(C8N6C)(C(=O)OC)O)OC(=O)C)CC)OC)C(=O)OC)O.OS(=O)(=O)O. Drug 2: CC1CCC2CC(C(=CC=CC=CC(CC(C(=O)C(C(C(=CC(C(=O)CC(OC(=O)C3CCCCN3C(=O)C(=O)C1(O2)O)C(C)CC4CCC(C(C4)OC)O)C)C)O)OC)C)C)C)OC. Cell line: A498. Synergy scores: CSS=0.546, Synergy_ZIP=1.67, Synergy_Bliss=3.47, Synergy_Loewe=-0.133, Synergy_HSA=0.0455. (5) Drug 1: CCC1(CC2CC(C3=C(CCN(C2)C1)C4=CC=CC=C4N3)(C5=C(C=C6C(=C5)C78CCN9C7C(C=CC9)(C(C(C8N6C=O)(C(=O)OC)O)OC(=O)C)CC)OC)C(=O)OC)O.OS(=O)(=O)O. Drug 2: C1=CC=C(C(=C1)C(C2=CC=C(C=C2)Cl)C(Cl)Cl)Cl. Cell line: CCRF-CEM. Synergy scores: CSS=67.7, Synergy_ZIP=3.63, Synergy_Bliss=5.72, Synergy_Loewe=-55.3, Synergy_HSA=4.47. (6) Drug 1: C1=CC(=C2C(=C1NCCNCCO)C(=O)C3=C(C=CC(=C3C2=O)O)O)NCCNCCO. Drug 2: C1=NC2=C(N=C(N=C2N1C3C(C(C(O3)CO)O)F)Cl)N. Cell line: M14. Synergy scores: CSS=42.1, Synergy_ZIP=-0.316, Synergy_Bliss=1.94, Synergy_Loewe=-7.51, Synergy_HSA=4.72. (7) Drug 1: C1=CC(=CC=C1CCCC(=O)O)N(CCCl)CCCl. Drug 2: CCCCCOC(=O)NC1=NC(=O)N(C=C1F)C2C(C(C(O2)C)O)O. Cell line: MDA-MB-435. Synergy scores: CSS=-3.66, Synergy_ZIP=-0.363, Synergy_Bliss=-2.19, Synergy_Loewe=-7.51, Synergy_HSA=-5.62.